This data is from Peptide-MHC class II binding affinity with 134,281 pairs from IEDB. The task is: Regression. Given a peptide amino acid sequence and an MHC pseudo amino acid sequence, predict their binding affinity value. This is MHC class II binding data. (1) The peptide sequence is YDKFLANVSTVLTIK. The MHC is DRB1_1001 with pseudo-sequence DRB1_1001. The binding affinity (normalized) is 0.750. (2) The peptide sequence is DPIYDEPTTTTSVPL. The MHC is DRB1_0101 with pseudo-sequence DRB1_0101. The binding affinity (normalized) is 0.257.